Dataset: Peptide-MHC class I binding affinity with 185,985 pairs from IEDB/IMGT. Task: Regression. Given a peptide amino acid sequence and an MHC pseudo amino acid sequence, predict their binding affinity value. This is MHC class I binding data. (1) The peptide sequence is VFSLVVSDI. The MHC is H-2-Dd with pseudo-sequence H-2-Dd. The binding affinity (normalized) is 0.161. (2) The peptide sequence is VGIPTHRHL. The MHC is HLA-A01:01 with pseudo-sequence HLA-A01:01. The binding affinity (normalized) is 0. (3) The peptide sequence is RVRDNMTKK. The MHC is HLA-B27:05 with pseudo-sequence HLA-B27:05. The binding affinity (normalized) is 0.0847. (4) The peptide sequence is VSKKYLSL. The MHC is H-2-Kb with pseudo-sequence H-2-Kb. The binding affinity (normalized) is 0.587. (5) The peptide sequence is TVDHMAII. The MHC is HLA-A02:01 with pseudo-sequence HLA-A02:01. The binding affinity (normalized) is 0. (6) The peptide sequence is GQFGSGWTW. The MHC is HLA-A03:01 with pseudo-sequence HLA-A03:01. The binding affinity (normalized) is 0.0847. (7) The peptide sequence is GVFPINESF. The MHC is HLA-A26:01 with pseudo-sequence HLA-A26:01. The binding affinity (normalized) is 0.0847. (8) The peptide sequence is GARVIWMDA. The MHC is HLA-A11:01 with pseudo-sequence HLA-A11:01. The binding affinity (normalized) is 0. (9) The peptide sequence is KRWIILGLNK. The MHC is HLA-B15:03 with pseudo-sequence HLA-B15:03. The binding affinity (normalized) is 0.0748.